Dataset: Forward reaction prediction with 1.9M reactions from USPTO patents (1976-2016). Task: Predict the product of the given reaction. (1) Given the reactants [CH2:1]([O:8][C:9]([N:11]1[CH2:16][CH2:15][CH:14]([C:17](=O)[NH:18][C:19]2[CH:24]=[CH:23][N:22]=[CH:21][C:20]=2[OH:25])[CH2:13][CH2:12]1)=[O:10])[C:2]1[CH:7]=[CH:6][CH:5]=[CH:4][CH:3]=1.B.C1COCC1, predict the reaction product. The product is: [CH2:1]([O:8][C:9]([N:11]1[CH2:12][CH2:13][CH:14]([CH2:17][NH:18][C:19]2[CH:24]=[CH:23][N:22]=[CH:21][C:20]=2[OH:25])[CH2:15][CH2:16]1)=[O:10])[C:2]1[CH:7]=[CH:6][CH:5]=[CH:4][CH:3]=1. (2) The product is: [C:29]([C:33]1[CH:37]=[C:36]([C:38]([NH:1][C@@H:2]2[CH2:7][CH2:6][CH2:5][N:4]([C:8]3[CH:16]=[CH:15][C:11]([C:12]([NH2:14])=[O:13])=[C:10]([NH:17][C:18]4[CH:23]=[CH:22][C:21]([N:24]([CH2:27][CH3:28])[CH2:25][CH3:26])=[CH:20][CH:19]=4)[N:9]=3)[CH2:3]2)=[O:39])[NH:35][N:34]=1)([CH3:32])([CH3:30])[CH3:31]. Given the reactants [NH2:1][C@@H:2]1[CH2:7][CH2:6][CH2:5][N:4]([C:8]2[CH:16]=[CH:15][C:11]([C:12]([NH2:14])=[O:13])=[C:10]([NH:17][C:18]3[CH:23]=[CH:22][C:21]([N:24]([CH2:27][CH3:28])[CH2:25][CH3:26])=[CH:20][CH:19]=3)[N:9]=2)[CH2:3]1.[C:29]([C:33]1[CH:37]=[C:36]([C:38](O)=[O:39])[NH:35][N:34]=1)([CH3:32])([CH3:31])[CH3:30].C(Cl)CCl.C1C=CC2N(O)N=NC=2C=1.CCN(CC)CC, predict the reaction product. (3) The product is: [C:27]([O:30][CH:13]([NH:14][C:15](=[O:26])[C:16]1[CH:21]=[CH:20][CH:19]=[CH:18][C:17]=1[C:22]([F:23])([F:24])[F:25])[CH2:12][C:3]1[C:2]([Cl:1])=[CH:7][C:6]([C:8]([F:9])([F:11])[F:10])=[CH:5][N:4]=1)(=[O:29])[CH3:28]. Given the reactants [Cl:1][C:2]1[C:3]([CH2:12][CH:13]=[N:14][C:15](=[O:26])[C:16]2[CH:21]=[CH:20][CH:19]=[CH:18][C:17]=2[C:22]([F:25])([F:24])[F:23])=[N:4][CH:5]=[C:6]([C:8]([F:11])([F:10])[F:9])[CH:7]=1.[C:27]([OH:30])(=[O:29])[CH3:28], predict the reaction product. (4) Given the reactants [Br:1][C:2]1[C:10]([C:11](N(OC)C)=[O:12])=[CH:9][C:8]([Br:17])=[C:7]2[C:3]=1[CH2:4][CH2:5][CH2:6]2.[CH2:18]([C:20]1[CH:25]=[CH:24][C:23]([Mg]Br)=[CH:22][CH:21]=1)[CH3:19], predict the reaction product. The product is: [Br:1][C:2]1[C:10]([C:11]([C:23]2[CH:24]=[CH:25][C:20]([CH2:18][CH3:19])=[CH:21][CH:22]=2)=[O:12])=[CH:9][C:8]([Br:17])=[C:7]2[C:3]=1[CH2:4][CH2:5][CH2:6]2. (5) Given the reactants [CH3:1][N:2]1[CH:6]=[C:5]([C:7]2[N:12]=[C:11]([C:13]3[CH:14]=[N:15][NH:16][CH:17]=3)[N:10]3[CH:18]=[CH:19][N:20]=[C:9]3[CH:8]=2)[CH:4]=[N:3]1.[C:21]([O:30][CH3:31])(=[O:29])/[CH:22]=[CH:23]/[CH2:24][C:25]([O:27][CH3:28])=[O:26].C1CCN2C(=NCCC2)CC1, predict the reaction product. The product is: [CH3:1][N:2]1[CH:6]=[C:5]([C:7]2[N:12]=[C:11]([C:13]3[CH:14]=[N:15][N:16]([CH:23]([CH2:24][C:25]([O:27][CH3:28])=[O:26])[CH2:22][C:21]([O:30][CH3:31])=[O:29])[CH:17]=3)[N:10]3[CH:18]=[CH:19][N:20]=[C:9]3[CH:8]=2)[CH:4]=[N:3]1. (6) Given the reactants [Cl:1][C:2]1[C:11]2[C:6](=[CH:7][CH:8]=[C:9]([C:12](Cl)=[O:13])[CH:10]=2)[CH:5]=[CH:4][N:3]=1.C([OH:17])C.C(N([CH2:23][CH3:24])CC)C, predict the reaction product. The product is: [Cl:1][C:2]1[C:11]2[C:6](=[CH:7][CH:8]=[C:9]([C:12]([O:13][CH2:23][CH3:24])=[O:17])[CH:10]=2)[CH:5]=[CH:4][N:3]=1. (7) Given the reactants O1[CH2:6][CH2:5][N:4]([C:7]2[CH:12]=[CH:11][C:10]([NH:13][C:14]([C:16]3[CH:17]=[C:18]([CH:26]=[CH:27][CH:28]=3)[CH2:19][S:20][CH2:21][CH2:22][C:23]([OH:25])=[O:24])=[O:15])=[C:9]([C:29]3[CH:34]=[C:33]([C:35](=[O:48])[NH:36][CH2:37][C:38]4[CH:43]=[CH:42][CH:41]=[C:40]([C:44]([F:47])([F:46])[F:45])[CH:39]=4)[CH:32]=[CH:31][N:30]=3)[CH:8]=2)[CH2:3][CH2:2]1.C1[CH:53]2CCC[CH:52]2[CH2:51]N1, predict the reaction product. The product is: [CH2:3]1[CH:2]2[CH2:51][CH2:52][CH2:53][CH:6]2[CH2:5][N:4]1[C:7]1[CH:12]=[CH:11][C:10]([NH:13][C:14]([C:16]2[CH:17]=[C:18]([CH:26]=[CH:27][CH:28]=2)[CH2:19][S:20][CH2:21][CH2:22][C:23]([OH:25])=[O:24])=[O:15])=[C:9]([C:29]2[CH:34]=[C:33]([C:35](=[O:48])[NH:36][CH2:37][C:38]3[CH:43]=[CH:42][CH:41]=[C:40]([C:44]([F:45])([F:46])[F:47])[CH:39]=3)[CH:32]=[CH:31][N:30]=2)[CH:8]=1.